From a dataset of Reaction yield outcomes from USPTO patents with 853,638 reactions. Predict the reaction yield, written as a fraction of the theoretical maximum amount of product (1.0 means a 100% yield; for example, 0.34 means a 34% yield). (1) The product is [CH3:1][O:2][C:3]1[CH:17]=[CH:16][C:6]2[C:7]([C:10]3[CH:15]=[CH:14][CH:13]=[CH:12][CH:11]=3)=[C:8]([CH3:19])[O:9][C:5]=2[CH:4]=1. The reactants are [CH3:1][O:2][C:3]1[CH:17]=[CH:16][C:6]2[C:7]([C:10]3[CH:15]=[CH:14][CH:13]=[CH:12][CH:11]=3)=[CH:8][O:9][C:5]=2[CH:4]=1.[Li][CH2:19]CCC.CI. The catalyst is C1COCC1. The yield is 0.890. (2) The reactants are [CH2:1]([C:4]1[CH:5]=[C:6]2[C:11](=[CH:12][C:13]=1[O:14][CH3:15])[N:10]=[C:9]([C:16]1[CH:21]=[CH:20][C:19]([CH2:22][C:23]([NH:25][C:26]3[CH:30]=[C:29]([C:31]4([C:34]([F:37])([F:36])[F:35])[CH2:33][CH2:32]4)[O:28][N:27]=3)=[O:24])=[C:18]([F:38])[CH:17]=1)[CH:8]=[N:7]2)[CH:2]=[CH2:3].C[N+]1([O-])CC[O:43]CC1.C1COCC1.CC(O)(C)C.[OH2:57]. The catalyst is CO.O=[Os](=O)(=O)=O. The product is [OH:57][CH:2]([CH2:3][OH:43])[CH2:1][C:4]1[CH:5]=[C:6]2[C:11](=[CH:12][C:13]=1[O:14][CH3:15])[N:10]=[C:9]([C:16]1[CH:21]=[CH:20][C:19]([CH2:22][C:23]([NH:25][C:26]3[CH:30]=[C:29]([C:31]4([C:34]([F:37])([F:36])[F:35])[CH2:33][CH2:32]4)[O:28][N:27]=3)=[O:24])=[C:18]([F:38])[CH:17]=1)[CH:8]=[N:7]2. The yield is 0.230. (3) The reactants are [NH2:1][C@H:2]1[C@H:6]([OH:7])[CH2:5][N:4]([C:8]([O:10][CH2:11][C:12]2[CH:17]=[CH:16][CH:15]=[CH:14][CH:13]=2)=[O:9])[CH2:3]1.[C:18](O[C:18]([O:20][C:21]([CH3:24])([CH3:23])[CH3:22])=[O:19])([O:20][C:21]([CH3:24])([CH3:23])[CH3:22])=[O:19].CCN(CC)CC. The catalyst is C(Cl)Cl. The product is [C:21]([O:20][C:18]([NH:1][CH:2]1[CH:6]([OH:7])[CH2:5][N:4]([C:8]([O:10][CH2:11][C:12]2[CH:17]=[CH:16][CH:15]=[CH:14][CH:13]=2)=[O:9])[CH2:3]1)=[O:19])([CH3:24])([CH3:23])[CH3:22]. The yield is 0.880. (4) The reactants are Cl[C:2]1[N:7]=[C:6]([NH:8][C@H:9]([CH3:12])[CH2:10][OH:11])[C:5]([C:13]2[S:14][CH:15]=[CH:16][CH:17]=2)=[CH:4][N:3]=1.[NH2:18][C:19]1[CH:24]=[CH:23][C:22]([S:25]([CH3:33])(=[N:27][C:28]([O:30][CH2:31][CH3:32])=[O:29])=[O:26])=[CH:21][CH:20]=1. No catalyst specified. The product is [CH2:31]([O:30][C:28]([N:27]=[S:25]([C:22]1[CH:21]=[CH:20][C:19]([NH:18][C:2]2[N:7]=[C:6]([NH:8][C@H:9]([CH3:12])[CH2:10][OH:11])[C:5]([C:13]3[S:14][CH:15]=[CH:16][CH:17]=3)=[CH:4][N:3]=2)=[CH:24][CH:23]=1)([CH3:33])=[O:26])=[O:29])[CH3:32]. The yield is 0.270. (5) The reactants are F[C:2]1[CH:9]=[C:8]([F:10])[CH:7]=[CH:6][C:3]=1[C:4]#[N:5].O.[NH2:12][NH2:13]. No catalyst specified. The product is [F:10][C:8]1[CH:9]=[C:2]2[C:3]([C:4]([NH2:5])=[N:12][NH:13]2)=[CH:6][CH:7]=1. The yield is 0.380. (6) The yield is 0.675. The product is [CH3:15][O:14][C:12]1[CH:11]=[C:10]([CH2:16][O:17][C:18]2[CH:19]=[C:20]([NH2:23])[NH:21][N:22]=2)[CH:9]=[C:8]([O:7][CH3:6])[CH:13]=1. The reactants are C(=O)([O-])[O-].Cl.[CH3:6][O:7][C:8]1[CH:9]=[C:10]([CH2:16][O:17][C:18]2[CH:19]=[C:20]([NH2:23])[NH:21][N:22]=2)[CH:11]=[C:12]([O:14][CH3:15])[CH:13]=1. The catalyst is CO.O. (7) The reactants are [C:1]([O:5][C:6]([N:8]1[CH2:13][CH:12]=[C:11]([C:14]2[CH:15]=[CH:16][CH:17]=[C:18]3[C:22]=2[NH:21][CH:20]=[CH:19]3)[CH2:10][CH2:9]1)=[O:7])([CH3:4])([CH3:3])[CH3:2]. The catalyst is C(O)C.[Pd]. The product is [C:1]([O:5][C:6]([N:8]1[CH2:13][CH2:12][CH:11]([C:14]2[CH:15]=[CH:16][CH:17]=[C:18]3[C:22]=2[NH:21][CH:20]=[CH:19]3)[CH2:10][CH2:9]1)=[O:7])([CH3:4])([CH3:2])[CH3:3]. The yield is 0.950.